This data is from Full USPTO retrosynthesis dataset with 1.9M reactions from patents (1976-2016). The task is: Predict the reactants needed to synthesize the given product. (1) Given the product [CH2:38]([NH:36][CH:34]([CH3:35])[CH2:8][C:6]1[C:5]2[C:9]([I:31])=[N:10][N:11]([C:12]([C:13]3[CH:18]=[CH:17][CH:16]=[CH:15][CH:14]=3)([C:19]3[CH:20]=[CH:21][CH:22]=[CH:23][CH:24]=3)[C:25]3[CH:26]=[CH:27][CH:28]=[CH:29][CH:30]=3)[C:4]=2[CH:3]=[C:2]([Cl:1])[N:7]=1)[C:43]1[CH:50]=[CH:49][CH:46]=[CH:45][CH:44]=1, predict the reactants needed to synthesize it. The reactants are: [Cl:1][C:2]1[N:7]=[C:6]([CH3:8])[C:5]2[C:9]([I:31])=[N:10][N:11]([C:12]([C:25]3[CH:30]=[CH:29][CH:28]=[CH:27][CH:26]=3)([C:19]3[CH:24]=[CH:23][CH:22]=[CH:21][CH:20]=3)[C:13]3[CH:18]=[CH:17][CH:16]=[CH:15][CH:14]=3)[C:4]=2[CH:3]=1.CO[C:34](OC)([N:36]([CH3:38])C)[CH3:35].CO[C:43]1[CH:50]=[CH:49][C:46](CN)=[CH:45][CH:44]=1.C(O[BH-](OC(=O)C)OC(=O)C)(=O)C.[Na+]. (2) Given the product [Cl:1][C:2]1[CH:3]=[C:4]([N:8]2[C:12]([C:13]3[CH:18]=[CH:17][CH:16]=[C:15]([O:19][CH2:20][CH2:21][O:22][CH3:23])[CH:14]=3)=[CH:11][C:10]([C:24]([N:51]3[CH2:55][C:54](=[O:56])[NH:53][CH2:52]3)=[O:25])=[N:9]2)[CH:5]=[CH:6][CH:7]=1, predict the reactants needed to synthesize it. The reactants are: [Cl:1][C:2]1[CH:3]=[C:4]([N:8]2[C:12]([C:13]3[CH:18]=[CH:17][CH:16]=[C:15]([O:19][CH2:20][CH2:21][O:22][CH3:23])[CH:14]=3)=[CH:11][C:10]([C:24](O)=[O:25])=[N:9]2)[CH:5]=[CH:6][CH:7]=1.ClC1C=C(N2C(C3C=CC=C(OCCO)C=3)=CC(C([N:51]3[CH2:55][C:54](=[O:56])[NH:53][CH2:52]3)=O)=N2)C=CC=1. (3) Given the product [C:7]([CH2:9][CH2:10][O:11][C:12]([C:14]1[CH:15]([C:36]2[CH:41]=[CH:40][CH:39]=[C:38]([Cl:42])[CH:37]=2)[C:16]([C:26]([OH:28])=[O:27])=[C:17]([CH2:21][O:22][CH2:23][CH2:24][Cl:25])[NH:18][C:19]=1[CH3:20])=[O:13])#[N:8], predict the reactants needed to synthesize it. The reactants are: C(OCC)(=O)C.[C:7]([CH2:9][CH2:10][O:11][C:12]([C:14]1[CH:15]([C:36]2[CH:41]=[CH:40][CH:39]=[C:38]([Cl:42])[CH:37]=2)[C:16]([C:26]([O:28]CC2C=CC=CC=2)=[O:27])=[C:17]([CH2:21][O:22][CH2:23][CH2:24][Cl:25])[NH:18][C:19]=1[CH3:20])=[O:13])#[N:8]. (4) Given the product [CH3:13][O:12][C:7]1[C:6]2[CH2:5][CH2:4][CH2:3][CH:2]([NH:1][CH2:28][CH2:27][CH2:26][CH2:25][N:16]3[C:17](=[O:24])[C:18]4[C:23](=[CH:22][CH:21]=[CH:20][CH:19]=4)[C:15]3=[O:14])[C:11]=2[N:10]=[CH:9][CH:8]=1, predict the reactants needed to synthesize it. The reactants are: [NH2:1][CH:2]1[C:11]2[N:10]=[CH:9][CH:8]=[C:7]([O:12][CH3:13])[C:6]=2[CH2:5][CH2:4][CH2:3]1.[O:14]=[C:15]1[C:23]2[C:18](=[CH:19][CH:20]=[CH:21][CH:22]=2)[C:17](=[O:24])[N:16]1[CH2:25][CH2:26][CH2:27][CH:28]=O.[BH-](OC(C)=O)(OC(C)=O)OC(C)=O.[Na+]. (5) Given the product [Cl:1][C:2]1[N:3]=[C:4]([Cl:20])[C:5]2[C:10]([C:28]3[CH:29]=[CH:30][C:25]([C:23]([NH:22][CH3:21])=[O:24])=[CH:26][CH:27]=3)=[CH:9][N:8]([CH2:12][O:13][CH2:14][CH2:15][Si:16]([CH3:19])([CH3:18])[CH3:17])[C:6]=2[N:7]=1, predict the reactants needed to synthesize it. The reactants are: [Cl:1][C:2]1[N:3]=[C:4]([Cl:20])[C:5]2[C:10](I)=[CH:9][N:8]([CH2:12][O:13][CH2:14][CH2:15][Si:16]([CH3:19])([CH3:18])[CH3:17])[C:6]=2[N:7]=1.[CH3:21][NH:22][C:23]([C:25]1[CH:30]=[CH:29][C:28](B(O)O)=[CH:27][CH:26]=1)=[O:24].C(=O)([O-])[O-].[Na+].[Na+].ClCCl. (6) Given the product [CH3:30][C:29]1[CH:28]=[CH:27][CH:26]=[C:25]([CH3:31])[C:24]=1[C:15]1[C:16]2[O:20][CH2:19][C:18]([CH3:22])([CH3:21])[C:17]=2[CH:23]=[C:13]([C@@:10]2([CH3:12])[CH2:11][C@H:9]2/[CH:8]=[CH:7]/[C:6](/[CH3:32])=[CH:5]/[C:4]([OH:33])=[O:3])[CH:14]=1, predict the reactants needed to synthesize it. The reactants are: C([O:3][C:4](=[O:33])/[CH:5]=[C:6](\[CH3:32])/[CH:7]=[CH:8]/[C@@H:9]1[CH2:11][C@@:10]1([C:13]1[CH:14]=[C:15]([C:24]2[C:29]([CH3:30])=[CH:28][CH:27]=[CH:26][C:25]=2[CH3:31])[C:16]2[O:20][CH2:19][C:18]([CH3:22])([CH3:21])[C:17]=2[CH:23]=1)[CH3:12])C.C(O)C.[OH-].[Na+]. (7) Given the product [CH3:17][O:18][C:19](=[O:28])[C:20]1[CH:25]=[CH:24][CH:23]=[CH:22][C:21]=1[CH2:26][O:10][C:9]1[CH:8]=[CH:7][C:4]([C:5]#[N:6])=[CH:3][C:2]=1[F:1], predict the reactants needed to synthesize it. The reactants are: [F:1][C:2]1[CH:3]=[C:4]([CH:7]=[CH:8][C:9]=1[OH:10])[C:5]#[N:6].C(=O)([O-])[O-].[Cs+].[Cs+].[CH3:17][O:18][C:19](=[O:28])[C:20]1[CH:25]=[CH:24][CH:23]=[CH:22][C:21]=1[CH2:26]Br.